From a dataset of Reaction yield outcomes from USPTO patents with 853,638 reactions. Predict the reaction yield, written as a fraction of the theoretical maximum amount of product (1.0 means a 100% yield; for example, 0.34 means a 34% yield). (1) The reactants are [CH3:1][O:2][C:3]1[CH:4]=[C:5]2[C:10](=[CH:11][C:12]=1[O:13][CH3:14])[N:9]=[CH:8][N:7]=[C:6]2[O:15][C:16]1[CH:22]=[CH:21][C:19]([NH2:20])=[C:18]([F:23])[CH:17]=1.[CH3:24][O:25][C:26]1[CH:31]=[CH:30][CH:29]=[CH:28][C:27]=1[N:32]=[C:33]=[O:34].CO. The catalyst is C(Cl)(Cl)Cl. The product is [CH3:1][O:2][C:3]1[CH:4]=[C:5]2[C:10](=[CH:11][C:12]=1[O:13][CH3:14])[N:9]=[CH:8][N:7]=[C:6]2[O:15][C:16]1[CH:22]=[CH:21][C:19]([NH:20][C:33]([NH:32][C:27]2[CH:28]=[CH:29][CH:30]=[CH:31][C:26]=2[O:25][CH3:24])=[O:34])=[C:18]([F:23])[CH:17]=1. The yield is 0.300. (2) The reactants are [CH3:1][C:2]1([CH3:20])[O:7][CH2:6][CH:5]([O:8][N:9]2C(=O)C3C(=CC=CC=3)C2=O)[CH2:4][O:3]1.CNN. The catalyst is ClCCl. The product is [CH3:1][C:2]1([CH3:20])[O:7][CH2:6][CH:5]([O:8][NH2:9])[CH2:4][O:3]1. The yield is 1.00. (3) The reactants are I[CH2:2][C@H:3]([CH3:16])[CH2:4][N:5]1[C:10]2[CH:11]=[CH:12][CH:13]=[CH:14][C:9]=2[O:8][CH2:7][C:6]1=[O:15].[CH2:17]([CH:21]1[CH2:26][CH2:25][NH:24][CH2:23][CH2:22]1)[CH2:18][CH2:19][CH3:20]. The catalyst is CC#N. The product is [CH2:17]([CH:21]1[CH2:26][CH2:25][N:24]([CH2:2][C@H:3]([CH3:16])[CH2:4][N:5]2[C:10]3[CH:11]=[CH:12][CH:13]=[CH:14][C:9]=3[O:8][CH2:7][C:6]2=[O:15])[CH2:23][CH2:22]1)[CH2:18][CH2:19][CH3:20]. The yield is 0.170. (4) The reactants are [Si:1]([O:18][C@@H:19]1[CH2:24][C@H:23]([CH2:25][OH:26])[C@:22]([C@@H:28]2[C@@H:36]([CH2:37][OH:38])[C@H:35]3[C@@:31]([CH3:45])([C:32]([C:39]4[CH:44]=[CH:43][CH:42]=[CH:41][CH:40]=4)=[CH:33][CH2:34]3)[CH2:30][CH2:29]2)([CH3:27])[CH2:21][CH2:20]1)([C:14]([CH3:17])([CH3:16])[CH3:15])([C:8]1[CH:13]=[CH:12][CH:11]=[CH:10][CH:9]=1)[C:2]1[CH:7]=[CH:6][CH:5]=[CH:4][CH:3]=1.[CH3:46][C:47](OC(C)=O)=[O:48]. The catalyst is CN(C1C=CN=CC=1)C.N1C=CC=CC=1.CCOC(C)=O. The product is [C:47]([O:26][CH2:25][C@H:23]1[CH2:24][C@@H:19]([O:18][Si:1]([C:14]([CH3:17])([CH3:16])[CH3:15])([C:8]2[CH:9]=[CH:10][CH:11]=[CH:12][CH:13]=2)[C:2]2[CH:3]=[CH:4][CH:5]=[CH:6][CH:7]=2)[CH2:20][CH2:21][C@@:22]1([C@@H:28]1[C@@H:36]([CH2:37][OH:38])[C@H:35]2[C@@:31]([CH3:45])([C:32]([C:39]3[CH:40]=[CH:41][CH:42]=[CH:43][CH:44]=3)=[CH:33][CH2:34]2)[CH2:30][CH2:29]1)[CH3:27])(=[O:48])[CH3:46]. The yield is 0.660. (5) The reactants are Cl[C:2]1[CH:7]=[N:6][CH:5]=[C:4]([C:8]2[CH:13]=[CH:12][C:11]([S:14]([CH:17]([CH3:19])[CH3:18])(=[O:16])=[O:15])=[CH:10][CH:9]=2)[N:3]=1.CCN(CC)CC.[Si:27]([C:31]#[CH:32])([CH3:30])([CH3:29])[CH3:28]. The catalyst is C1(C)C=CC=CC=1.CCOC(C)=O.O.Cl[Pd](Cl)([P](C1C=CC=CC=1)(C1C=CC=CC=1)C1C=CC=CC=1)[P](C1C=CC=CC=1)(C1C=CC=CC=1)C1C=CC=CC=1.[Cu]I. The product is [CH:17]([S:14]([C:11]1[CH:12]=[CH:13][C:8]([C:4]2[CH:5]=[N:6][CH:7]=[C:2]([C:32]#[C:31][Si:27]([CH3:30])([CH3:29])[CH3:28])[N:3]=2)=[CH:9][CH:10]=1)(=[O:16])=[O:15])([CH3:19])[CH3:18]. The yield is 0.500. (6) The reactants are [O:1]=[C:2]1[CH:7]=[C:6]([C:8]2[CH:13]=[CH:12][C:11]([C:14]([F:17])([F:16])[F:15])=[CH:10][N:9]=2)[CH:5]=[CH:4][N:3]1[C:18]1[CH:19]=[CH:20][C:21]2[C:22]3[CH2:40][N:39](C(OC(C)(C)C)=O)[CH2:38][CH2:37][C:23]=3[N:24]([S:27]([C:30]3[CH:36]=[CH:35][C:33]([CH3:34])=[CH:32][CH:31]=3)(=[O:29])=[O:28])[C:25]=2[CH:26]=1.C(Cl)Cl.[C:51]([OH:57])([C:53]([F:56])([F:55])[F:54])=[O:52]. No catalyst specified. The product is [F:54][C:53]([F:56])([F:55])[C:51]([OH:57])=[O:52].[S:27]([N:24]1[C:25]2[CH:26]=[C:18]([N:3]3[CH:4]=[CH:5][C:6]([C:8]4[CH:13]=[CH:12][C:11]([C:14]([F:17])([F:16])[F:15])=[CH:10][N:9]=4)=[CH:7][C:2]3=[O:1])[CH:19]=[CH:20][C:21]=2[C:22]2[CH2:40][NH:39][CH2:38][CH2:37][C:23]1=2)([C:30]1[CH:31]=[CH:32][C:33]([CH3:34])=[CH:35][CH:36]=1)(=[O:29])=[O:28]. The yield is 1.00.